Predict which catalyst facilitates the given reaction. From a dataset of Catalyst prediction with 721,799 reactions and 888 catalyst types from USPTO. (1) Reactant: [NH2:1][C:2]1[C:3](C(O)=O)=[N:4][C:5]([C:15]2[CH:20]=[CH:19][C:18](=[O:21])[N:17]([CH:22]([CH3:24])[CH3:23])[CH:16]=2)=[C:6]([C:8]2[CH:13]=[CH:12][C:11]([F:14])=[CH:10][CH:9]=2)[N:7]=1. Product: [NH2:1][C:2]1[N:7]=[C:6]([C:8]2[CH:13]=[CH:12][C:11]([F:14])=[CH:10][CH:9]=2)[C:5]([C:15]2[CH:20]=[CH:19][C:18](=[O:21])[N:17]([CH:22]([CH3:24])[CH3:23])[CH:16]=2)=[N:4][CH:3]=1. The catalyst class is: 262. (2) Reactant: C(O[C:4]([C:6]1[N:7]=[C:8]([C:26]#[N:27])[C:9]2[C:14]([C:15]=1[OH:16])=[CH:13][CH:12]=[C:11]([O:17][C:18]1[CH:23]=[CH:22][C:21]([F:24])=[CH:20][C:19]=1[Cl:25])[CH:10]=2)=[O:5])C.Cl.[OH2:29]. Product: [Cl:25][C:19]1[CH:20]=[C:21]([F:24])[CH:22]=[CH:23][C:18]=1[O:17][C:11]1[CH:10]=[C:9]2[C:14]([C:15]([OH:16])=[C:6]([C:4]([NH:27][CH2:26][CH2:8][CH2:9][CH2:10][C:11]([OH:17])=[O:29])=[O:5])[N:7]=[C:8]2[C:26]#[N:27])=[CH:13][CH:12]=1. The catalyst class is: 779. (3) Reactant: [CH3:1][N:2]([CH3:16])[C:3]([C:5]1[CH:6]=[CH:7][C:8]2[S:13][CH2:12][C:11](=O)[NH:10][C:9]=2[CH:15]=1)=O.B.C1COCC1. Product: [S:13]1[C:8]2[CH:7]=[CH:6][C:5]([CH2:3][N:2]([CH3:16])[CH3:1])=[CH:15][C:9]=2[NH:10][CH2:11][CH2:12]1. The catalyst class is: 5. (4) Reactant: [CH3:1][O:2][C:3]([C:5]1[C:10]([CH3:11])=[CH:9][CH:8]=[C:7]([NH2:12])[N:6]=1)=[O:4].[Br:13]Br. Product: [CH3:1][O:2][C:3]([C:5]1[C:10]([CH3:11])=[CH:9][C:8]([Br:13])=[C:7]([NH2:12])[N:6]=1)=[O:4]. The catalyst class is: 22. (5) Reactant: CS(O[CH2:6][CH2:7][C@@:8]1([C:31]2[CH:36]=[CH:35][C:34]([F:37])=[CH:33][CH:32]=2)[O:13][C:12](=[O:14])[N:11]([C@H:15]([C:17]2[CH:22]=[CH:21][C:20]([C:23]3[CH:28]=[CH:27][C:26]([F:29])=[CH:25][C:24]=3[F:30])=[CH:19][CH:18]=2)[CH3:16])[CH2:10][CH2:9]1)(=O)=O.[NH:38]1[CH:42]=[CH:41][N:40]=[CH:39]1.C([O-])([O-])=O.[K+].[K+]. Product: [F:30][C:24]1[CH:25]=[C:26]([F:29])[CH:27]=[CH:28][C:23]=1[C:20]1[CH:21]=[CH:22][C:17]([C@@H:15]([N:11]2[CH2:10][CH2:9][C@@:8]([C:31]3[CH:32]=[CH:33][C:34]([F:37])=[CH:35][CH:36]=3)([CH2:7][CH2:6][N:38]3[CH:42]=[CH:41][N:40]=[CH:39]3)[O:13][C:12]2=[O:14])[CH3:16])=[CH:18][CH:19]=1. The catalyst class is: 10. (6) Reactant: [N:1]([C@@H:4]([C@@H:40]([C:49]1[CH:54]=[CH:53][C:52]([F:55])=[CH:51][CH:50]=1)[C:41]1[CH:46]=[C:45]([F:47])[CH:44]=[C:43]([F:48])[CH:42]=1)[C:5]([NH:7][C:8]1[CH:9]=[N:10][CH:11]=[C:12]([F:39])[C:13]=1[CH2:14][CH2:15][C@H:16]1[O:21][CH2:20][C@H:19]([CH2:22][O:23][C:24]([NH:26][CH2:27][C:28]([F:31])([F:30])[F:29])=[O:25])[N:18]([C:32]([O:34][C:35]([CH3:38])([CH3:37])[CH3:36])=[O:33])[CH2:17]1)=[O:6])=[N+]=[N-].[H][H]. Product: [NH2:1][C@@H:4]([C@@H:40]([C:49]1[CH:54]=[CH:53][C:52]([F:55])=[CH:51][CH:50]=1)[C:41]1[CH:42]=[C:43]([F:48])[CH:44]=[C:45]([F:47])[CH:46]=1)[C:5]([NH:7][C:8]1[CH:9]=[N:10][CH:11]=[C:12]([F:39])[C:13]=1[CH2:14][CH2:15][C@H:16]1[O:21][CH2:20][C@H:19]([CH2:22][O:23][C:24]([NH:26][CH2:27][C:28]([F:31])([F:29])[F:30])=[O:25])[N:18]([C:32]([O:34][C:35]([CH3:36])([CH3:37])[CH3:38])=[O:33])[CH2:17]1)=[O:6]. The catalyst class is: 19. (7) Reactant: [Cl:1][C:2]1[CH:7]=[CH:6][C:5]([C:8]2[C:14]3[CH:15]=[C:16]([O:19][CH3:20])[CH:17]=[CH:18][C:13]=3[N:12]3[C:21]([CH3:24])=[N:22][N:23]=[C:11]3[C@H:10]([CH2:25][C:26]([O:28]C)=[O:27])[N:9]=2)=[CH:4][CH:3]=1.[OH-].[Na+]. Product: [Cl:1][C:2]1[CH:7]=[CH:6][C:5]([C:8]2[C:14]3[CH:15]=[C:16]([O:19][CH3:20])[CH:17]=[CH:18][C:13]=3[N:12]3[C:21]([CH3:24])=[N:22][N:23]=[C:11]3[C@H:10]([CH2:25][C:26]([OH:28])=[O:27])[N:9]=2)=[CH:4][CH:3]=1. The catalyst class is: 1. (8) Reactant: Br[C:2]1[N:7]=[C:6]2[N:8]([CH3:17])[N:9]=[C:10]([C:11]3[CH:16]=[CH:15][CH:14]=[CH:13][CH:12]=3)[C:5]2=[C:4]([C:18]([F:21])([F:20])[F:19])[CH:3]=1.[NH2:22][C:23]1[CH:30]=[CH:29][C:28](B2OC(C)(C)C(C)(C)O2)=[CH:27][C:24]=1[C:25]#[N:26].O.O.P([O-])([O-])([O-])=O.[K+].[K+].[K+].O. Product: [NH2:22][C:23]1[CH:30]=[CH:29][C:28]([C:2]2[N:7]=[C:6]3[N:8]([CH3:17])[N:9]=[C:10]([C:11]4[CH:16]=[CH:15][CH:14]=[CH:13][CH:12]=4)[C:5]3=[C:4]([C:18]([F:21])([F:20])[F:19])[CH:3]=2)=[CH:27][C:24]=1[C:25]#[N:26]. The catalyst class is: 128. (9) Reactant: [CH2:1]([Mg]Cl)[C:2]1[CH:7]=[CH:6][CH:5]=[CH:4][CH:3]=1.[C:10]([O:14][C:15](=[O:27])[CH2:16][CH:17]([NH:20][C:21]([O:23][CH2:24][CH:25]=[CH2:26])=[O:22])[CH:18]=[O:19])([CH3:13])([CH3:12])[CH3:11]. Product: [C:10]([O:14][C:15](=[O:27])[CH2:16][CH:17]([NH:20][C:21]([O:23][CH2:24][CH:25]=[CH2:26])=[O:22])[CH:18]([OH:19])[CH2:1][C:2]1[CH:7]=[CH:6][CH:5]=[CH:4][CH:3]=1)([CH3:13])([CH3:12])[CH3:11]. The catalyst class is: 1. (10) Reactant: [C:1]1([C:7]2[CH:16]=[CH:15][CH:14]=[C:13]3[C:8]=2[C:9]([NH:31][CH2:32][C:33]2[CH:38]=[CH:37][CH:36]=[CH:35][N:34]=2)=[N:10][C:11]([C:17]2[CH:18]=[C:19]([S:23]([NH:26][P:27](=[O:30])([OH:29])[OH:28])(=[O:25])=[O:24])[CH:20]=[N:21][CH:22]=2)=[N:12]3)[CH:6]=[CH:5][CH:4]=[CH:3][CH:2]=1.[OH-].[Mg+2:40].[OH-]. Product: [C:1]1([C:7]2[CH:16]=[CH:15][CH:14]=[C:13]3[C:8]=2[C:9]([NH:31][CH2:32][C:33]2[CH:38]=[CH:37][CH:36]=[CH:35][N:34]=2)=[N:10][C:11]([C:17]2[CH:18]=[C:19]([S:23]([NH:26][P:27](=[O:28])([O-:29])[O-:30])(=[O:24])=[O:25])[CH:20]=[N:21][CH:22]=2)=[N:12]3)[CH:2]=[CH:3][CH:4]=[CH:5][CH:6]=1.[Mg+2:40]. The catalyst class is: 40.